This data is from Reaction yield outcomes from USPTO patents with 853,638 reactions. The task is: Predict the reaction yield, written as a fraction of the theoretical maximum amount of product (1.0 means a 100% yield; for example, 0.34 means a 34% yield). (1) The reactants are [CH2:1]([O:3][C:4](=[O:22])[CH2:5][NH:6][CH2:7][CH2:8][NH:9][S:10]([C:13]1[S:14][C:15]2[CH:21]=[CH:20][CH:19]=[CH:18][C:16]=2[N:17]=1)(=[O:12])=[O:11])[CH3:2].[CH3:23][O:24][C:25]1[CH:48]=[CH:47][C:28]([CH2:29][O:30][C:31]([NH:33][C:34]2[N:42]=[CH:41][N:40]=[C:39]3[C:35]=2[N:36]=[CH:37][N:38]3[CH2:43][C:44](O)=[O:45])=[O:32])=[CH:27][CH:26]=1.CN(C(ON1N=NC2C=CC=CC1=2)=[N+](C)C)C.F[P-](F)(F)(F)(F)F.C(N(C(C)C)CC)(C)C.Cl. The catalyst is CN(C=O)C. The product is [CH2:1]([O:3][C:4](=[O:22])[CH2:5][N:6]([CH2:7][CH2:8][NH:9][S:10]([C:13]1[S:14][C:15]2[CH:21]=[CH:20][CH:19]=[CH:18][C:16]=2[N:17]=1)(=[O:12])=[O:11])[C:44](=[O:45])[CH2:43][N:38]1[CH:37]=[N:36][C:35]2[C:39]1=[N:40][CH:41]=[N:42][C:34]=2[NH:33][C:31]([O:30][CH2:29][C:28]1[CH:47]=[CH:48][C:25]([O:24][CH3:23])=[CH:26][CH:27]=1)=[O:32])[CH3:2]. The yield is 0.970. (2) The reactants are [NH:1]([C:3]([C:5]1[CH:6]=[C:7]([S:11]([NH:14][CH3:15])(=[O:13])=[O:12])[CH:8]=[CH:9][CH:10]=1)=[O:4])[NH2:2].[Cl:16][C:17]1[CH:18]=[CH:19][C:20]([OH:26])=[C:21]([C:23](=O)[CH3:24])[CH:22]=1. The catalyst is CO.C(O)(=O)C. The product is [Cl:16][C:17]1[CH:18]=[CH:19][C:20]([OH:26])=[C:21](/[C:23](=[N:2]/[NH:1][C:3]([C:5]2[CH:6]=[C:7]([S:11]([NH:14][CH3:15])(=[O:13])=[O:12])[CH:8]=[CH:9][CH:10]=2)=[O:4])/[CH3:24])[CH:22]=1. The yield is 0.368.